From a dataset of Full USPTO retrosynthesis dataset with 1.9M reactions from patents (1976-2016). Predict the reactants needed to synthesize the given product. Given the product [C:17]1([CH:8]([C:5]2[CH:6]=[CH:7][C:2]([B:23]3[O:27][C:26]([CH3:29])([CH3:28])[C:25]([CH3:31])([CH3:30])[O:24]3)=[CH:3][CH:4]=2)[NH:9][C:10](=[O:16])[O:11][C:12]([CH3:15])([CH3:14])[CH3:13])[CH:22]=[CH:21][CH:20]=[CH:19][CH:18]=1, predict the reactants needed to synthesize it. The reactants are: Br[C:2]1[CH:7]=[CH:6][C:5]([CH:8]([C:17]2[CH:22]=[CH:21][CH:20]=[CH:19][CH:18]=2)[NH:9][C:10](=[O:16])[O:11][C:12]([CH3:15])([CH3:14])[CH3:13])=[CH:4][CH:3]=1.[B:23]1([B:23]2[O:27][C:26]([CH3:29])([CH3:28])[C:25]([CH3:31])([CH3:30])[O:24]2)[O:27][C:26]([CH3:29])([CH3:28])[C:25]([CH3:31])([CH3:30])[O:24]1.ClCCl.C([O-])(=O)C.[K+].